This data is from Forward reaction prediction with 1.9M reactions from USPTO patents (1976-2016). The task is: Predict the product of the given reaction. (1) Given the reactants [NH2:1][CH:2]([C:11]1[C:16]([O:17][CH3:18])=[CH:15][CH:14]=[CH:13][C:12]=1[O:19][CH3:20])[CH2:3][CH:4]([CH3:10])[C:5]([O:7]CC)=O.[CH:21]1[C:29]2[C:28]3[CH:30]=[CH:31][CH:32]=[CH:33][C:27]=3[S:26][C:25]=2[CH:24]=[CH:23][C:22]=1[CH:34]=O, predict the reaction product. The product is: [CH:21]1[C:29]2[C:28]3[CH:30]=[CH:31][CH:32]=[CH:33][C:27]=3[S:26][C:25]=2[CH:24]=[CH:23][C:22]=1[CH2:34][N:1]1[CH:2]([C:11]2[C:12]([O:19][CH3:20])=[CH:13][CH:14]=[CH:15][C:16]=2[O:17][CH3:18])[CH2:3][CH:4]([CH3:10])[C:5]1=[O:7]. (2) Given the reactants [C:1]([O:5][C:6]([NH:8][C@@H:9]([C:11]1[CH:12]=[C:13](OS(C(F)(F)F)(=O)=O)[CH:14]=[CH:15][CH:16]=1)[CH3:10])=[O:7])([CH3:4])([CH3:3])[CH3:2].[CH3:25][N:26]1[CH2:31][CH2:30][NH:29][CH2:28][CH2:27]1.C(P(C(C)(C)C)C1C=CC=CC=1C1C=CC=CC=1)(C)(C)C.P([O-])([O-])([O-])=O.[K+].[K+].[K+], predict the reaction product. The product is: [C:1]([O:5][C:6](=[O:7])[NH:8][C@@H:9]([C:11]1[CH:16]=[CH:15][CH:14]=[C:13]([N:29]2[CH2:30][CH2:31][N:26]([CH3:25])[CH2:27][CH2:28]2)[CH:12]=1)[CH3:10])([CH3:4])([CH3:3])[CH3:2].